This data is from Catalyst prediction with 721,799 reactions and 888 catalyst types from USPTO. The task is: Predict which catalyst facilitates the given reaction. (1) Reactant: [H-].[H-].[H-].[H-].[Li+].[Al+3].[OH:7][C:8]([C:29]1[CH:34]=[CH:33][CH:32]=[CH:31][CH:30]=1)([CH:21]1[CH:26]2[CH2:27][CH2:28][N:23]([CH2:24][CH2:25]2)[CH2:22]1)[CH2:9][CH2:10][C:11]1[CH:20]=[CH:19][C:14]([C:15](OC)=[O:16])=[CH:13][CH:12]=1. Product: [OH:16][CH2:15][C:14]1[CH:13]=[CH:12][C:11]([CH2:10][CH2:9][C:8]([C:29]2[CH:34]=[CH:33][CH:32]=[CH:31][CH:30]=2)([CH:21]2[CH:26]3[CH2:27][CH2:28][N:23]([CH2:24][CH2:25]3)[CH2:22]2)[OH:7])=[CH:20][CH:19]=1. The catalyst class is: 7. (2) Reactant: Cl[C:2]1[N:7]=[N:6][C:5]([C:8]([F:11])([F:10])[F:9])=[C:4]([C:12]2[CH:17]=[CH:16][CH:15]=[CH:14][CH:13]=2)[CH:3]=1.[C:18]([N:25]1[CH2:30][CH2:29][NH:28][CH2:27][CH2:26]1)([O:20][C:21]([CH3:24])([CH3:23])[CH3:22])=[O:19].C(N(C(C)C)CC)(C)C. Product: [C:21]([O:20][C:18]([N:25]1[CH2:30][CH2:29][N:28]([C:2]2[N:7]=[N:6][C:5]([C:8]([F:11])([F:10])[F:9])=[C:4]([C:12]3[CH:17]=[CH:16][CH:15]=[CH:14][CH:13]=3)[CH:3]=2)[CH2:27][CH2:26]1)=[O:19])([CH3:24])([CH3:22])[CH3:23]. The catalyst class is: 245. (3) Reactant: [CH2:1]([CH:3]1[CH2:9][CH:8]([NH:10]S(C(C)(C)C)=O)[CH2:7][CH2:6][CH:5]([C:17]2[N:18]([CH3:25])[N:19]=[CH:20][C:21]=2[N+:22]([O-])=O)[O:4]1)[CH3:2].C(OC([NH:33][C:34]1[S:38][C:37]([C:39]2[C:44]([F:45])=[CH:43][CH:42]=[CH:41][C:40]=2[F:46])=[N:36][C:35]=1[C:47](O)=[O:48])=O)(C)(C)C.CCN(C(C)C)C(C)C.CCCP(=O)=O.Cl.O1CCOCC1. Product: [NH2:33][C:34]1[S:38][C:37]([C:39]2[C:44]([F:45])=[CH:43][CH:42]=[CH:41][C:40]=2[F:46])=[N:36][C:35]=1[C:47]([NH:22][C:21]1[CH:20]=[N:19][N:18]([CH3:25])[C:17]=1[C@H:5]1[CH2:6][CH2:7][CH:8]([NH2:10])[CH2:9][C@@H:3]([CH2:1][CH3:2])[O:4]1)=[O:48]. The catalyst class is: 105.